Dataset: Reaction yield outcomes from USPTO patents with 853,638 reactions. Task: Predict the reaction yield, written as a fraction of the theoretical maximum amount of product (1.0 means a 100% yield; for example, 0.34 means a 34% yield). (1) The reactants are P(Cl)(Cl)(Cl)(Cl)Cl.[CH:7]([C:10]1[CH:11]=C(C2C=CC=CC=2)[CH:13]=[C:14]([CH:27]([CH3:29])[CH3:28])[C:15]=1[NH:16][C:17](=O)[C:18]1[CH:23]=[CH:22][CH:21]=[C:20]([O:24][CH3:25])[CH:19]=1)([CH3:9])[CH3:8].CO[CH:38](OC)[CH2:39][NH2:40].[C:43]1([CH3:50])[C:44](C)=[CH:45][CH:46]=[CH:47][CH:48]=1. The catalyst is C1COCC1. The product is [CH:27]([C:14]1[CH:13]=[C:50]([C:43]2[CH:48]=[CH:47][CH:46]=[CH:45][CH:44]=2)[CH:11]=[C:10]([CH:7]([CH3:8])[CH3:9])[C:15]=1[N:16]1[CH:38]=[CH:39][N:40]=[C:17]1[C:18]1[CH:23]=[CH:22][CH:21]=[C:20]([O:24][CH3:25])[CH:19]=1)([CH3:28])[CH3:29]. The yield is 0.530. (2) The yield is 1.00. The product is [Cl:21][CH2:22][CH2:23][CH2:24][CH2:25][CH:26]([C:27]1[NH:39][N:38]=[C:15]([NH:14][C:11]2[CH:12]=[CH:13][C:8]([N:6]3[CH:7]=[C:3]([Cl:2])[N:4]=[CH:5]3)=[C:9]([O:19][CH3:20])[CH:10]=2)[N:16]=1)[C:30]1[CH:35]=[CH:34][C:33]([F:36])=[CH:32][C:31]=1[F:37]. The reactants are I.[Cl:2][C:3]1[N:4]=[CH:5][N:6]([C:8]2[CH:13]=[CH:12][C:11]([NH:14][C:15](SC)=[NH:16])=[CH:10][C:9]=2[O:19][CH3:20])[CH:7]=1.[Cl:21][CH2:22][CH2:23][CH2:24][CH2:25][CH:26]([C:30]1[CH:35]=[CH:34][C:33]([F:36])=[CH:32][C:31]=1[F:37])[C:27](O)=O.[NH2:38][NH2:39]. No catalyst specified. (3) The reactants are Cl.[NH2:2][CH2:3][C:4]1[CH:12]=[CH:11][CH:10]=[C:9]2[C:5]=1[C:6](=[O:22])[N:7]([CH:14]1[CH2:19][CH2:18][C:17](=[O:20])[NH:16][C:15]1=[O:21])[C:8]2=[O:13].[C:23]1([N:33]=[C:34]=[O:35])[C:32]2[C:27](=[CH:28][CH:29]=[CH:30][CH:31]=2)[CH:26]=[CH:25][CH:24]=1.C(N(C(C)C)CC)(C)C. The catalyst is N1C=CC=CC=1. The product is [O:21]=[C:15]1[CH:14]([N:7]2[C:6](=[O:22])[C:5]3[C:9](=[CH:10][CH:11]=[CH:12][C:4]=3[CH2:3][NH:2][C:34]([NH:33][C:23]3[C:32]4[C:27](=[CH:28][CH:29]=[CH:30][CH:31]=4)[CH:26]=[CH:25][CH:24]=3)=[O:35])[C:8]2=[O:13])[CH2:19][CH2:18][C:17](=[O:20])[NH:16]1. The yield is 0.600. (4) The reactants are [C:1]([O:4][CH2:5][CH:6]([O:25][C:26](=[O:28])[CH3:27])[CH:7](Br)[C:8]1[O:9][C:10]([Br:23])=[C:11]([C:13]2[CH:18]=[CH:17][C:16]([C:19]([F:22])([F:21])[F:20])=[CH:15][CH:14]=2)[N:12]=1)(=[O:3])[CH3:2].C([O-])([O-])=O.[K+].[K+].[F:35][C:36]1[C:44]([OH:45])=[CH:43][CH:42]=[C:41]([F:46])[C:37]=1[C:38]([NH2:40])=[O:39]. The catalyst is CN(C=O)C. The product is [C:1]([O:4][CH2:5][CH:6]([O:25][C:26](=[O:28])[CH3:27])[CH:7]([C:8]1[O:9][C:10]([Br:23])=[C:11]([C:13]2[CH:18]=[CH:17][C:16]([C:19]([F:22])([F:21])[F:20])=[CH:15][CH:14]=2)[N:12]=1)[O:45][C:44]1[CH:43]=[CH:42][C:41]([F:46])=[C:37]([C:38](=[O:39])[NH2:40])[C:36]=1[F:35])(=[O:3])[CH3:2]. The yield is 0.190. (5) The reactants are Cl[C:2]1[CH:7]=[C:6]([O:8][C:9]2[CH:10]=[CH:11][C:12]([NH2:16])=[N:13][C:14]=2[CH3:15])[CH:5]=[CH:4][N:3]=1.[CH3:17][C:18]1[CH:23]=[C:22](B2OC(C)(C)C(C)(C)O2)[CH:21]=[CH:20][N:19]=1.C(=O)([O-])[O-].[K+].[K+]. The catalyst is O1CCOCC1.O.CCOC(C)=O.C1C=CC([P]([Pd]([P](C2C=CC=CC=2)(C2C=CC=CC=2)C2C=CC=CC=2)([P](C2C=CC=CC=2)(C2C=CC=CC=2)C2C=CC=CC=2)[P](C2C=CC=CC=2)(C2C=CC=CC=2)C2C=CC=CC=2)(C2C=CC=CC=2)C2C=CC=CC=2)=CC=1. The product is [CH3:15][C:14]1[N:13]=[C:12]([NH2:16])[CH:11]=[CH:10][C:9]=1[O:8][C:6]1[CH:5]=[CH:4][N:3]=[C:2]([C:22]2[CH:21]=[CH:20][N:19]=[C:18]([CH3:17])[CH:23]=2)[CH:7]=1. The yield is 0.710. (6) The reactants are [F:1][C:2]1[CH:12]=[C:11]([C:13]2[CH:18]=[N:17][C:16]([O:19][CH2:20][CH:21]3[CH2:26][CH2:25][N:24]([CH2:27][C:28]([F:31])([CH3:30])[CH3:29])[CH2:23][CH2:22]3)=[CH:15][N:14]=2)[CH:10]=[CH:9][C:3]=1[C:4]([O:6]CC)=[O:5].O[Li].O. The catalyst is C1COCC1.O. The product is [F:1][C:2]1[CH:12]=[C:11]([C:13]2[CH:18]=[N:17][C:16]([O:19][CH2:20][CH:21]3[CH2:26][CH2:25][N:24]([CH2:27][C:28]([F:31])([CH3:29])[CH3:30])[CH2:23][CH2:22]3)=[CH:15][N:14]=2)[CH:10]=[CH:9][C:3]=1[C:4]([OH:6])=[O:5]. The yield is 0.810. (7) The reactants are [NH2:1][C:2]1[CH:3]=[C:4]([CH:8]=[CH:9][CH:10]=1)[C:5]([OH:7])=[O:6].N1C=CC=CC=1.[CH3:17][S:18](Cl)(=[O:20])=[O:19]. The catalyst is C(Cl)Cl. The product is [CH3:17][S:18]([NH:1][C:2]1[CH:3]=[C:4]([CH:8]=[CH:9][CH:10]=1)[C:5]([OH:7])=[O:6])(=[O:20])=[O:19]. The yield is 0.490.